This data is from Catalyst prediction with 721,799 reactions and 888 catalyst types from USPTO. The task is: Predict which catalyst facilitates the given reaction. (1) Reactant: Br[C:2]1[S:6][C:5]([C:7]2[N:11]3[N:12]=[C:13]([CH3:21])[CH:14]=[C:15]([CH:16]([CH2:19][CH3:20])[CH2:17][CH3:18])[C:10]3=[N:9][C:8]=2[CH3:22])=[C:4]([CH3:23])[CH:3]=1.C1COCC1.C([Li])CCC.CON(C)[C:37](=[O:44])[C:38]1[CH:43]=[CH:42][CH:41]=[CH:40][CH:39]=1. Product: [CH2:17]([CH:16]([C:15]1[C:10]2[N:11]([C:7]([C:5]3[S:6][C:2]([C:37]([C:38]4[CH:43]=[CH:42][CH:41]=[CH:40][CH:39]=4)=[O:44])=[CH:3][C:4]=3[CH3:23])=[C:8]([CH3:22])[N:9]=2)[N:12]=[C:13]([CH3:21])[CH:14]=1)[CH2:19][CH3:20])[CH3:18]. The catalyst class is: 25. (2) Product: [CH2:1]([O:3][C:4]([N:6]1[CH2:7][CH2:8][N:9]([C:12](=[O:38])[C@@H:13]([NH:23][C:24]([C:26]2[CH:35]=[C:34]([O:36][CH2:54][C:53]([O:52][CH2:45][C:46]3[CH:51]=[CH:50][CH:49]=[CH:48][CH:47]=3)=[O:56])[C:33]3[C:28](=[CH:29][C:30]([CH3:37])=[CH:31][CH:32]=3)[N:27]=2)=[O:25])[CH2:14][CH2:15][C:16]([O:18][C:19]([CH3:21])([CH3:22])[CH3:20])=[O:17])[CH2:10][CH2:11]1)=[O:5])[CH3:2]. Reactant: [CH2:1]([O:3][C:4]([N:6]1[CH2:11][CH2:10][N:9]([C:12](=[O:38])[C@@H:13]([NH:23][C:24]([C:26]2[CH:35]=[C:34]([OH:36])[C:33]3[C:28](=[CH:29][C:30]([CH3:37])=[CH:31][CH:32]=3)[N:27]=2)=[O:25])[CH2:14][CH2:15][C:16]([O:18][C:19]([CH3:22])([CH3:21])[CH3:20])=[O:17])[CH2:8][CH2:7]1)=[O:5])[CH3:2].C(=O)([O-])[O-].[Cs+].[Cs+].[CH2:45]([O:52][C:53](=[O:56])[CH2:54]Br)[C:46]1[CH:51]=[CH:50][CH:49]=[CH:48][CH:47]=1. The catalyst class is: 18.